Dataset: Full USPTO retrosynthesis dataset with 1.9M reactions from patents (1976-2016). Task: Predict the reactants needed to synthesize the given product. (1) Given the product [NH2:24][C:4]1[C:5]([N:8]2[CH2:9][CH2:10][N:11]([C:14](=[O:23])[CH2:15][N:16]3[C:20]([CH3:21])=[CH:19][C:18]([CH3:22])=[N:17]3)[CH2:12][CH2:13]2)=[N:6][CH:7]=[C:2]([Cl:1])[CH:3]=1, predict the reactants needed to synthesize it. The reactants are: [Cl:1][C:2]1[CH:3]=[C:4]([N+:24]([O-])=O)[C:5]([N:8]2[CH2:13][CH2:12][N:11]([C:14](=[O:23])[CH2:15][N:16]3[C:20]([CH3:21])=[CH:19][C:18]([CH3:22])=[N:17]3)[CH2:10][CH2:9]2)=[N:6][CH:7]=1.C(OCC)(=O)C. (2) Given the product [CH3:33][N:34]([CH3:35])[C:22]1[N:21]=[C:20]([NH:19][CH2:18][C:15]2[CH:16]=[CH:17][C:12]([NH:11][C:9]([NH:8][C:5]3[CH:6]=[CH:7][C:2]([F:1])=[CH:3][CH:4]=3)=[O:10])=[CH:13][CH:14]=2)[C:29]2[C:24](=[CH:25][CH:26]=[C:27]([CH3:30])[CH:28]=2)[N:23]=1, predict the reactants needed to synthesize it. The reactants are: [F:1][C:2]1[CH:7]=[CH:6][C:5]([NH:8][C:9]([NH:11][C:12]2[CH:17]=[CH:16][C:15]([CH2:18][NH:19][C:20]3[C:29]4[C:24](=[CH:25][CH:26]=[C:27]([CH3:30])[CH:28]=4)[N:23]=[C:22](Cl)[N:21]=3)=[CH:14][CH:13]=2)=[O:10])=[CH:4][CH:3]=1.Cl.[CH3:33][NH:34][CH3:35]. (3) Given the product [CH:62]([O:37][CH:33]1[CH2:34][CH2:35][CH2:36][N:31]([C:28]([C:25]2[CH2:24][CH2:23][NH:22][C:21]3[N:20]=[CH:19][N:18]=[C:17]([NH:16][C:4]4[CH:5]=[CH:6][C:7]([O:8][C:9]5[CH:10]=[N:11][C:12]([CH3:15])=[CH:13][CH:14]=5)=[C:2]([CH3:1])[CH:3]=4)[C:27]=3[CH:26]=2)=[O:30])[CH2:32]1)=[O:63], predict the reactants needed to synthesize it. The reactants are: [CH3:1][C:2]1[CH:3]=[C:4]([NH:16][C:17]2[C:27]3[CH:26]=[C:25]([C:28]([OH:30])=O)[CH2:24][CH2:23][NH:22][C:21]=3[N:20]=[CH:19][N:18]=2)[CH:5]=[CH:6][C:7]=1[O:8][C:9]1[CH:10]=[N:11][C:12]([CH3:15])=[CH:13][CH:14]=1.[NH:31]1[CH2:36][CH2:35][CH2:34][CH:33]([OH:37])[CH2:32]1.ON1C2C=CC=CC=2N=N1.Cl.C(N=C=NCCCN(C)C)C.CN(C)[CH:62]=[O:63]. (4) Given the product [CH3:1][O:2][C:3]([C:5]1[C:9]([Cl:22])=[C:8]([O:10][CH3:11])[N:7]([C:12]2[CH:17]=[CH:16][CH:15]=[CH:14][C:13]=2[F:18])[N:6]=1)=[O:4], predict the reactants needed to synthesize it. The reactants are: [CH3:1][O:2][C:3]([C:5]1[CH:9]=[C:8]([O:10][CH3:11])[N:7]([C:12]2[CH:17]=[CH:16][CH:15]=[CH:14][C:13]=2[F:18])[N:6]=1)=[O:4].S(Cl)([Cl:22])(=O)=O. (5) Given the product [CH:16]1[C:28]2[CH:27]([CH2:29][O:30][C:31]([NH:1][CH:2]3[CH2:7][CH2:6][CH2:5][CH:4]([C:8]([OH:10])=[O:9])[CH2:3]3)=[O:32])[C:26]3[C:21](=[CH:22][CH:23]=[CH:24][CH:25]=3)[C:20]=2[CH:19]=[CH:18][CH:17]=1, predict the reactants needed to synthesize it. The reactants are: [NH2:1][CH:2]1[CH2:7][CH2:6][CH2:5][CH:4]([C:8]([OH:10])=[O:9])[CH2:3]1.C(=O)([O-])O.[Na+].[CH:16]1[C:28]2[CH:27]([CH2:29][O:30][C:31](ON3C(=O)CCC3=O)=[O:32])[C:26]3[C:21](=[CH:22][CH:23]=[CH:24][CH:25]=3)[C:20]=2[CH:19]=[CH:18][CH:17]=1.Cl. (6) Given the product [N+:2]([C:5]1[CH:6]=[CH:7][C:8]([CH2:11][CH2:12][NH:13][C:19](=[O:23])[C:20]([CH3:22])=[CH2:21])=[CH:9][CH:10]=1)([O-:4])=[O:3], predict the reactants needed to synthesize it. The reactants are: Cl.[N+:2]([C:5]1[CH:10]=[CH:9][C:8]([CH2:11][CH2:12][NH2:13])=[CH:7][CH:6]=1)([O-:4])=[O:3].C(=O)([O-])O.[Na+].[C:19](Cl)(=[O:23])[C:20]([CH3:22])=[CH2:21]. (7) The reactants are: [N+:1]([O-:4])(O)=[O:2].[Cl:5][C:6]1[CH:7]=[C:8]2[C:13](=[CH:14][CH:15]=1)[N:12]=[CH:11][CH:10]=[CH:9]2. Given the product [Cl:5][C:6]1[C:7]([N+:1]([O-:4])=[O:2])=[C:8]2[C:13](=[CH:14][CH:15]=1)[N:12]=[CH:11][CH:10]=[CH:9]2, predict the reactants needed to synthesize it.